The task is: Predict the reactants needed to synthesize the given product.. This data is from Full USPTO retrosynthesis dataset with 1.9M reactions from patents (1976-2016). (1) Given the product [C:13]([C:7]1([CH:1]2[CH2:2][CH2:3][CH2:4][CH2:5][CH2:6]2)[CH2:8][CH2:9][N:10]([C:27](=[O:28])[C@H:26]([NH:25][C:23](=[O:24])[O:22][C:18]([CH3:19])([CH3:20])[CH3:21])[CH2:30][C:31]2[CH:32]=[CH:33][C:34]([O:37][CH3:38])=[CH:35][CH:36]=2)[CH2:11][CH2:12]1)(=[O:17])[CH2:14][CH2:15][CH3:16], predict the reactants needed to synthesize it. The reactants are: [CH:1]1([C:7]2([C:13](=[O:17])[CH2:14][CH2:15][CH3:16])[CH2:12][CH2:11][NH:10][CH2:9][CH2:8]2)[CH2:6][CH2:5][CH2:4][CH2:3][CH2:2]1.[C:18]([O:22][C:23]([NH:25][C@H:26]([CH2:30][C:31]1[CH:36]=[CH:35][C:34]([O:37][CH3:38])=[CH:33][CH:32]=1)[C:27](O)=[O:28])=[O:24])([CH3:21])([CH3:20])[CH3:19].C(Cl)CCl.C1C=CC2N(O)N=NC=2C=1. (2) Given the product [C:8]1([N:7]([C:33]2[CH:32]=[CH:53][CH:52]=[CH:51][CH:50]=2)[C:1]2[CH:2]=[CH:3][C:4]([NH:21][C:35]([NH:34][CH2:37][CH2:38][CH2:39][Si:40]([O:47][CH2:48][CH3:49])([O:41][CH2:42][CH3:43])[O:44][CH2:45][CH3:46])=[O:36])=[CH:5][CH:6]=2)[CH:9]=[CH:10][CH:11]=[CH:12][CH:13]=1, predict the reactants needed to synthesize it. The reactants are: [C:1]1([NH:7][C:8]2[CH:13]=[CH:12][CH:11]=[CH:10][CH:9]=2)[CH:6]=[CH:5][CH:4]=[CH:3][CH:2]=1.FC1C=CC([N+:21]([O-])=O)=CC=1.C(O[SiH](O[CH2:32][CH3:33])OCC)C.[N:34]([CH2:37][CH2:38][CH2:39][Si:40]([O:47][CH2:48][CH3:49])([O:44][CH2:45][CH3:46])[O:41][CH2:42][CH3:43])=[C:35]=[O:36].[CH3:50][CH2:51][CH2:52][CH2:53]C. (3) The reactants are: [CH2:1]([O:3][C:4]1[CH:5]=[C:6]([CH:11]=[C:12]([O:15][CH3:16])[C:13]=1Br)[C:7]([O:9][CH3:10])=[O:8])[CH3:2].[CH3:17][N:18]1[CH:22]=[C:21](B2OC(C)(C)C(C)(C)O2)[CH:20]=[N:19]1.P([O-])([O-])([O-])=O.[K+].[K+].[K+].O. Given the product [CH2:1]([O:3][C:4]1[CH:5]=[C:6]([CH:11]=[C:12]([O:15][CH3:16])[C:13]=1[C:21]1[CH:20]=[N:19][N:18]([CH3:17])[CH:22]=1)[C:7]([O:9][CH3:10])=[O:8])[CH3:2], predict the reactants needed to synthesize it. (4) The reactants are: Cl[CH2:2][CH2:3][CH2:4][N:5]1[CH:15]=[CH:14][C:9]([NH:10][C:11](=[O:13])[CH3:12])=[N:8][C:6]1=[O:7].[N-:16]=[N+:17]=[N-:18].[Na+]. Given the product [N:16]([CH2:2][CH2:3][CH2:4][N:5]1[CH:15]=[CH:14][C:9]([NH:10][C:11](=[O:13])[CH3:12])=[N:8][C:6]1=[O:7])=[N+:17]=[N-:18], predict the reactants needed to synthesize it. (5) Given the product [ClH:1].[Br:10][C:8]1[C:3]([F:2])=[CH:4][C:5]([NH2:9])=[N:6][CH:7]=1.[ClH:1], predict the reactants needed to synthesize it. The reactants are: [ClH:1].[F:2][C:3]1[CH:8]=[CH:7][N:6]=[C:5]([NH2:9])[CH:4]=1.[Br:10]N1C(=O)CCC1=O.